Dataset: Full USPTO retrosynthesis dataset with 1.9M reactions from patents (1976-2016). Task: Predict the reactants needed to synthesize the given product. (1) Given the product [C:25]([O:29][C:30](=[O:37])[NH:31][C@H:32]1[CH2:36][CH2:35][N:34]([CH2:2][CH2:3][C:4]([C:5](=[O:6])[N:22]([CH2:23][CH3:24])[CH2:20][CH3:21])([C:14]2[CH:19]=[CH:18][CH:17]=[CH:16][CH:15]=2)[C:8]2[CH:13]=[CH:12][CH:11]=[CH:10][CH:9]=2)[CH2:33]1)([CH3:28])([CH3:26])[CH3:27], predict the reactants needed to synthesize it. The reactants are: Br[CH2:2][CH2:3][C:4]([C:14]1[CH:19]=[CH:18][CH:17]=[CH:16][CH:15]=1)([C:8]1[CH:13]=[CH:12][CH:11]=[CH:10][CH:9]=1)[C:5](Cl)=[O:6].[CH2:20]([NH:22][CH2:23][CH3:24])[CH3:21].[C:25]([O:29][C:30](=[O:37])[NH:31][C@H:32]1[CH2:36][CH2:35][NH:34][CH2:33]1)([CH3:28])([CH3:27])[CH3:26]. (2) Given the product [C:30]([O:29][C:27](=[O:28])[NH:26][C@H:10]([CH2:9][OH:8])[CH2:11][CH2:12][N:14]1[CH2:15][CH:16]([O:18][C:19]2[CH:20]=[CH:21][C:22]([Cl:25])=[CH:23][CH:24]=2)[CH2:17]1)([CH3:31])([CH3:33])[CH3:32], predict the reactants needed to synthesize it. The reactants are: C([O:8][C:9](=O)[C@@H:10]([NH:26][C:27]([O:29][C:30]([CH3:33])([CH3:32])[CH3:31])=[O:28])[CH2:11][C:12]([N:14]1[CH2:17][CH:16]([O:18][C:19]2[CH:24]=[CH:23][C:22]([Cl:25])=[CH:21][CH:20]=2)[CH2:15]1)=O)C1C=CC=CC=1.[H-].[Al+3].[Li+].[H-].[H-].[H-].